This data is from Catalyst prediction with 721,799 reactions and 888 catalyst types from USPTO. The task is: Predict which catalyst facilitates the given reaction. (1) Reactant: [C:1]([NH:8][CH2:9][CH2:10][C:11]1[CH:16]=[CH:15][C:14]([OH:17])=[CH:13][CH:12]=1)([O:3][C:4]([CH3:7])([CH3:6])[CH3:5])=[O:2].[CH2:18]([O:20][P:21](C#N)(=[O:25])[O:22][CH2:23][CH3:24])[CH3:19].C(N(CC)CC)C. The catalyst class is: 46. Product: [CH2:18]([O:20][P:21]([O:17][C:14]1[CH:15]=[CH:16][C:11]([CH2:10][CH2:9][NH:8][C:1](=[O:2])[O:3][C:4]([CH3:6])([CH3:7])[CH3:5])=[CH:12][CH:13]=1)([O:22][CH2:23][CH3:24])=[O:25])[CH3:19]. (2) Reactant: [CH:1]1([C:4]2[C:5]([O:18][CH2:19][C:20]3([CH3:26])[CH2:25][CH2:24][CH:23]=[CH:22][CH2:21]3)=[CH:6][C:7]([F:17])=[C:8]([CH:16]=2)[C:9]([O:11]C(C)(C)C)=[O:10])[CH2:3][CH2:2]1.FC(F)(F)C(O)=O. Product: [CH:1]1([C:4]2[C:5]([O:18][CH2:19][C:20]3([CH3:26])[CH2:25][CH2:24][CH:23]=[CH:22][CH2:21]3)=[CH:6][C:7]([F:17])=[C:8]([CH:16]=2)[C:9]([OH:11])=[O:10])[CH2:2][CH2:3]1. The catalyst class is: 4. (3) Reactant: [Cl:1][C:2]1[CH:7]=[CH:6][C:5]([C:8]2([OH:14])[CH2:13][CH2:12][NH:11][CH2:10][CH2:9]2)=[C:4]([CH3:15])[CH:3]=1.N1C(C)=CC=CC=1C.[I-].[K+].Br[CH2:27][CH2:28][CH:29]=[C:30]1[C:36]2[CH:37]=[CH:38][CH:39]=[N:40][C:35]=2[CH2:34][O:33][C:32]2[CH:41]=[CH:42][C:43]([C:45]([OH:48])([CH3:47])[CH3:46])=[CH:44][C:31]1=2. Product: [Cl:1][C:2]1[CH:7]=[CH:6][C:5]([C:8]2([OH:14])[CH2:9][CH2:10][N:11]([CH2:27][CH2:28][CH:29]=[C:30]3[C:36]4[CH:37]=[CH:38][CH:39]=[N:40][C:35]=4[CH2:34][O:33][C:32]4[CH:41]=[CH:42][C:43]([C:45]([OH:48])([CH3:47])[CH3:46])=[CH:44][C:31]3=4)[CH2:12][CH2:13]2)=[C:4]([CH3:15])[CH:3]=1. The catalyst class is: 32. (4) Reactant: C([Li])(CC)C.[CH3:6][O:7][C:8]1[CH:16]=[C:15]([C:17]([F:20])([F:19])[F:18])[CH:14]=[CH:13][C:9]=1[C:10]([OH:12])=[O:11].[CH3:21][S:22]SC. Product: [CH3:6][O:7][C:8]1[CH:16]=[C:15]([C:17]([F:18])([F:19])[F:20])[CH:14]=[C:13]([S:22][CH3:21])[C:9]=1[C:10]([OH:12])=[O:11]. The catalyst class is: 7. (5) Reactant: C(OC([N:8]1[CH2:13][CH:12]=[C:11]([C:14]2[CH:19]=[CH:18][C:17]([CH3:20])=[CH:16][C:15]=2[CH:21]2[CH2:26][C:25]([CH3:28])([CH3:27])[CH2:24][C:23]([CH3:30])([CH3:29])[CH2:22]2)[CH2:10][CH2:9]1)=O)(C)(C)C.FC(F)(F)C(O)=O. Product: [CH3:20][C:17]1[CH:18]=[CH:19][C:14]([C:11]2[CH2:12][CH2:13][NH:8][CH2:9][CH:10]=2)=[C:15]([CH:21]2[CH2:26][C:25]([CH3:28])([CH3:27])[CH2:24][C:23]([CH3:30])([CH3:29])[CH2:22]2)[CH:16]=1. The catalyst class is: 4. (6) Reactant: [Cl:1][C:2]1[CH:7]=[CH:6][C:5]([NH:8]C(=O)C(C)(C)C)=[C:4]([CH3:15])[C:3]=1[C:16]([F:19])([F:18])[F:17].Cl. Product: [Cl:1][C:2]1[CH:7]=[CH:6][C:5]([NH2:8])=[C:4]([CH3:15])[C:3]=1[C:16]([F:17])([F:18])[F:19]. The catalyst class is: 8. (7) Reactant: [CH3:1][O:2][C:3]1[CH:4]=[C:5]2[C:10](=[CH:11][C:12]=1[O:13][CH3:14])[N:9]=[CH:8][CH:7]=[C:6]2[O:15][C:16]1[CH:17]=[C:18]2[C:23](=[CH:24][CH:25]=1)[C:22]([NH2:26])=[CH:21][CH:20]=[CH:19]2.CC[N:29]([CH:33](C)C)[CH:30]([CH3:32])[CH3:31].C1([O:42]C(Cl)=O)C=CC=CC=1.C1(N)CC1. Product: [CH3:1][O:2][C:3]1[CH:4]=[C:5]2[C:10](=[CH:11][C:12]=1[O:13][CH3:14])[N:9]=[CH:8][CH:7]=[C:6]2[O:15][C:16]1[CH:17]=[C:18]2[C:23](=[CH:24][CH:25]=1)[C:22]([NH:26][C:33]([NH:29][CH:30]1[CH2:31][CH2:32]1)=[O:42])=[CH:21][CH:20]=[CH:19]2. The catalyst class is: 1. (8) Reactant: [Br:1][CH2:2][CH2:3][CH2:4][CH2:5][CH2:6][CH2:7][OH:8].[C:9](OC(=O)C)(=[O:11])[CH3:10].C(OC(C)C)(C)C. Product: [C:9]([O:8][CH2:7][CH2:6][CH2:5][CH2:4][CH2:3][CH2:2][Br:1])(=[O:11])[CH3:10]. The catalyst class is: 251. (9) Reactant: [CH3:1][C:2]1[N:7]=[C:6]([C:8]2[C:9]([C:16]3[C:25]4[C:20](=[CH:21][CH:22]=[CH:23][CH:24]=4)[N+:19]([O-])=[CH:18][CH:17]=3)=[C:10]3[CH2:15][CH2:14][CH2:13][N:11]3[N:12]=2)[CH:5]=[CH:4][CH:3]=1.FC(F)(F)C(OC(=O)C(F)(F)F)=[O:30].O.C(=O)(O)[O-].[Na+]. Product: [CH3:1][C:2]1[N:7]=[C:6]([C:8]2[C:9]([C:16]3[C:25]4[C:20](=[CH:21][CH:22]=[CH:23][CH:24]=4)[NH:19][C:18](=[O:30])[CH:17]=3)=[C:10]3[CH2:15][CH2:14][CH2:13][N:11]3[N:12]=2)[CH:5]=[CH:4][CH:3]=1. The catalyst class is: 9.